This data is from Catalyst prediction with 721,799 reactions and 888 catalyst types from USPTO. The task is: Predict which catalyst facilitates the given reaction. (1) Reactant: [F:1][C:2]1[CH:7]=[CH:6][CH:5]=[C:4]([F:8])[C:3]=1[NH:9][C:10]([C:12]1[CH:13]=[C:14]([C:18]2[C:19]([CH3:29])=[CH:20][C:21]([O:24][CH2:25][C:26]([OH:28])=O)=[N:22][CH:23]=2)[N:15]([CH3:17])[N:16]=1)=[O:11].C1C=CC2N(O)N=[N:36]C=2C=1.N.CCN(C(C)C)C(C)C.CCN=C=NCCCN(C)C.Cl. The catalyst class is: 76. Product: [C:26]([CH2:25][O:24][C:21]1[N:22]=[CH:23][C:18]([C:14]2[N:15]([CH3:17])[N:16]=[C:12]([C:10]([NH:9][C:3]3[C:2]([F:1])=[CH:7][CH:6]=[CH:5][C:4]=3[F:8])=[O:11])[CH:13]=2)=[C:19]([CH3:29])[CH:20]=1)(=[O:28])[NH2:36]. (2) Reactant: [CH3:1][C:2]1[NH:11][C:10](=[O:12])[C:9]2[C:8]3[CH:13]=[C:14]([CH2:17][NH:18][C:19]4[CH:40]=[CH:39][C:22]([C:23]([NH:25][C@H:26]([C:34]([O:36]CC)=[O:35])[CH2:27][CH2:28][C:29]([O:31]CC)=[O:30])=[O:24])=[C:21]([F:41])[CH:20]=4)[CH:15]=[CH:16][C:7]=3[CH:6]=[CH:5][C:4]=2[N:3]=1.Cl. Product: [CH3:1][C:2]1[NH:11][C:10](=[O:12])[C:9]2[C:8]3[CH:13]=[C:14]([CH2:17][NH:18][C:19]4[CH:40]=[CH:39][C:22]([C:23]([NH:25][C@H:26]([C:34]([OH:36])=[O:35])[CH2:27][CH2:28][C:29]([OH:31])=[O:30])=[O:24])=[C:21]([F:41])[CH:20]=4)[CH:15]=[CH:16][C:7]=3[CH:6]=[CH:5][C:4]=2[N:3]=1. The catalyst class is: 494. (3) Reactant: [CH3:1][O:2][C:3]1[CH:4]=[C:5]2[C:10](=[CH:11][C:12]=1[O:13][CH3:14])[N:9]=[CH:8][CH:7]=[C:6]2[O:15][C:16]1[CH:22]=[CH:21][C:19]([NH2:20])=[CH:18][CH:17]=1.Cl[C:24](Cl)([O:26][C:27](=[O:33])OC(Cl)(Cl)Cl)Cl.[C:35]1([CH2:41][CH2:42]CO)[CH:40]=[CH:39][CH:38]=[CH:37][CH:36]=1.C(=O)(O)[O-].[Na+]. Product: [CH3:1][O:2][C:3]1[CH:4]=[C:5]2[C:10](=[CH:11][C:12]=1[O:13][CH3:14])[N:9]=[CH:8][CH:7]=[C:6]2[O:15][C:16]1[CH:22]=[CH:21][C:19]([NH:20][C:27](=[O:33])[O:26][CH2:24][CH2:42][CH2:41][C:35]2[CH:40]=[CH:39][CH:38]=[CH:37][CH:36]=2)=[CH:18][CH:17]=1. The catalyst class is: 208. (4) Reactant: N1CCCCC1.C(O)(=O)C.[C:11]12([C:21]3[C:29]4[O:28][C:27]([CH3:30])=[N:26][C:25]=4[CH:24]=[C:23]([C:31]4[N:36]=[CH:35][C:34]([CH:37]=O)=[CH:33][CH:32]=4)[CH:22]=3)[CH2:20][CH:15]3[CH2:16][CH:17]([CH2:19][CH:13]([CH2:14]3)[CH2:12]1)[CH2:18]2.[S:39]1[CH2:43][C:42](=[O:44])[NH:41][C:40]1=[O:45]. Product: [C:11]12([C:21]3[C:29]4[O:28][C:27]([CH3:30])=[N:26][C:25]=4[CH:24]=[C:23]([C:31]4[N:36]=[CH:35][C:34]([CH:37]=[C:43]5[S:39][C:40](=[O:45])[NH:41][C:42]5=[O:44])=[CH:33][CH:32]=4)[CH:22]=3)[CH2:18][CH:17]3[CH2:16][CH:15]([CH2:14][CH:13]([CH2:19]3)[CH2:12]1)[CH2:20]2. The catalyst class is: 11. (5) Reactant: FC(F)(F)C(O)=O.C(OC([NH:15][C:16]1[C:21](=[O:22])[N:20]([CH2:23][C:24]2[CH:29]=[CH:28][C:27]([Cl:30])=[CH:26][CH:25]=2)[C:19]([S:31][CH3:32])=[N:18][CH:17]=1)=O)(C)(C)C. Product: [NH2:15][C:16]1[C:21](=[O:22])[N:20]([CH2:23][C:24]2[CH:25]=[CH:26][C:27]([Cl:30])=[CH:28][CH:29]=2)[C:19]([S:31][CH3:32])=[N:18][CH:17]=1. The catalyst class is: 22.